This data is from Forward reaction prediction with 1.9M reactions from USPTO patents (1976-2016). The task is: Predict the product of the given reaction. (1) Given the reactants [N+:1]([C:4]1[CH:9]=[CH:8][C:7]([C:10](=[O:16])[C:11]([O:13][CH2:14][CH3:15])=[O:12])=[CH:6][CH:5]=1)([O-])=O.[H][H], predict the reaction product. The product is: [NH2:1][C:4]1[CH:5]=[CH:6][C:7]([CH:10]([OH:16])[C:11]([O:13][CH2:14][CH3:15])=[O:12])=[CH:8][CH:9]=1. (2) Given the reactants [O:1]1[C:5]2[CH:6]=[CH:7][C:8]([CH2:10][NH:11][CH:12](C)[CH2:13][CH2:14][N:15]([C:22]3[CH:27]=[C:26]([CH3:28])[N:25]=[C:24]([N:29]4[CH:33]=[CH:32][N:31]=[CH:30]4)[N:23]=3)[CH2:16][C:17]([O:19]CC)=[O:18])=[CH:9][C:4]=2[O:3][CH2:2]1.[Li+].[OH-].O.Cl.[CH2:39]1COCC1, predict the reaction product. The product is: [O:1]1[C:5]2[CH:6]=[CH:7][C:8]([CH2:10][N:11]([CH3:39])[CH2:12][CH2:13][CH2:14][N:15]([C:22]3[CH:27]=[C:26]([CH3:28])[N:25]=[C:24]([N:29]4[CH:33]=[CH:32][N:31]=[CH:30]4)[N:23]=3)[CH2:16][C:17]([OH:19])=[O:18])=[CH:9][C:4]=2[O:3][CH2:2]1. (3) Given the reactants [CH2:1]([O:3][C:4]([C:6]1([NH:15][C:16](=[O:25])[C:17]2[CH:22]=[CH:21][CH:20]=[C:19]([CH3:23])[C:18]=2I)[CH2:14][C:13]2[C:8](=[CH:9][CH:10]=[CH:11][CH:12]=2)[CH2:7]1)=[O:5])[CH3:2].[CH2:26]([C:28](B1OC2C=CC=CC=2O1)=[CH:29][CH2:30][CH3:31])[CH3:27], predict the reaction product. The product is: [CH2:1]([O:3][C:4]([C:6]1([NH:15][C:16](=[O:25])[C:17]2[CH:22]=[CH:21][CH:20]=[C:19]([CH3:23])[C:18]=2[C:28]([CH2:26][CH3:27])=[CH:29][CH2:30][CH3:31])[CH2:14][C:13]2[C:8](=[CH:9][CH:10]=[CH:11][CH:12]=2)[CH2:7]1)=[O:5])[CH3:2].